This data is from Catalyst prediction with 721,799 reactions and 888 catalyst types from USPTO. The task is: Predict which catalyst facilitates the given reaction. (1) Reactant: Cl[C:2]1[C:30]([CH3:31])=[CH:29][C:5]2[N:6]=[C:7]3[C:12]([N:13]([CH2:14][CH2:15][CH2:16][CH2:17][CH2:18][CH2:19][C:20]([O:22][C:23]([CH3:26])([CH3:25])[CH3:24])=[O:21])[C:4]=2[CH:3]=1)=[N:11][C:10](=[O:27])[NH:9][C:8]3=[O:28].[CH3:32][NH:33][CH:34]1[CH2:38][CH2:37][CH2:36][CH2:35]1. Product: [CH:34]1([N:33]([CH3:32])[C:2]2[C:30]([CH3:31])=[CH:29][C:5]3[N:6]=[C:7]4[C:12]([N:13]([CH2:14][CH2:15][CH2:16][CH2:17][CH2:18][CH2:19][C:20]([O:22][C:23]([CH3:26])([CH3:25])[CH3:24])=[O:21])[C:4]=3[CH:3]=2)=[N:11][C:10](=[O:27])[NH:9][C:8]4=[O:28])[CH2:38][CH2:37][CH2:36][CH2:35]1. The catalyst class is: 16. (2) Reactant: C[C:2]1([CH3:9])[O:6][C@H:5]([CH2:7][OH:8])[CH2:4][O:3]1.[OH-].[K+].[CH2:12](Br)[CH2:13][CH2:14][CH2:15][CH2:16][CH2:17][CH2:18][CH2:19][CH2:20][CH2:21][CH2:22][CH2:23][CH2:24][CH2:25]CC.C1C=CC=CC=1. Product: [CH2:2]([O:3][CH2:4][CH:5]([CH2:7][OH:8])[OH:6])[CH2:9][CH2:25][CH2:24][CH2:23][CH2:22][CH2:21][CH2:20][CH2:19][CH2:18][CH2:17][CH2:16][CH2:15][CH2:14][CH2:13][CH3:12]. The catalyst class is: 6.